This data is from Catalyst prediction with 721,799 reactions and 888 catalyst types from USPTO. The task is: Predict which catalyst facilitates the given reaction. (1) Reactant: [CH3:1][S:2][C:3]([CH:5]1[C:10](=[O:11])[CH2:9][C:8]([CH3:13])([CH3:12])[CH2:7][C:6]1=O)=[S:4].Br[CH2:16][C:17]1[CH:22]=[CH:21][C:20]([Cl:23])=[C:19]([Cl:24])[CH:18]=1.C([O-])([O-])=O.[K+].[K+].CC(C)=O. Product: [Cl:24][C:19]1[CH:18]=[C:17]([C:16]2[S:4][C:3]([S:2][CH3:1])=[C:5]3[C:10](=[O:11])[CH2:9][C:8]([CH3:13])([CH3:12])[CH2:7][C:6]=23)[CH:22]=[CH:21][C:20]=1[Cl:23]. The catalyst class is: 18. (2) Reactant: [C:1]([N:5]([C:26](=[O:35])[C:27]1[CH:32]=[C:31]([CH3:33])[CH:30]=[C:29]([CH3:34])[CH:28]=1)[NH:6][C:7](=[O:25])[C:8]1[CH:13]=[CH:12][C:11]([CH:14]=O)=[C:10]([B:16]2[O:20]C(C)(C)C(C)(C)O2)[CH:9]=1)([CH3:4])([CH3:3])[CH3:2].Cl.[CH:37]([NH:40][NH2:41])([CH3:39])[CH3:38].[OH-].[Na+].C(Cl)Cl. Product: [C:1]([N:5]([C:26](=[O:35])[C:27]1[CH:28]=[C:29]([CH3:34])[CH:30]=[C:31]([CH3:33])[CH:32]=1)[NH:6][C:7]([C:8]1[CH:13]=[CH:12][C:11]2[CH:14]=[N:41][N:40]([CH:37]([CH3:39])[CH3:38])[B:16]([OH:20])[C:10]=2[CH:9]=1)=[O:25])([CH3:3])([CH3:2])[CH3:4]. The catalyst class is: 14. (3) Reactant: [CH2:1]([O:3][C:4](=[O:19])[CH2:5][CH:6]1[CH2:11][CH2:10][CH2:9][CH2:8][N:7]1[C:12](=[O:18])[C:13](OCC)=[O:14])[CH3:2].[O-]CC.[K+]. Product: [OH:14][C:13]1[C:12](=[O:18])[N:7]2[CH:6]([CH2:11][CH2:10][CH2:9][CH2:8]2)[C:5]=1[C:4]([O:3][CH2:1][CH3:2])=[O:19]. The catalyst class is: 11.